This data is from NCI-60 drug combinations with 297,098 pairs across 59 cell lines. The task is: Regression. Given two drug SMILES strings and cell line genomic features, predict the synergy score measuring deviation from expected non-interaction effect. Drug 1: CC1CCC2CC(C(=CC=CC=CC(CC(C(=O)C(C(C(=CC(C(=O)CC(OC(=O)C3CCCCN3C(=O)C(=O)C1(O2)O)C(C)CC4CCC(C(C4)OC)O)C)C)O)OC)C)C)C)OC. Drug 2: C(CCl)NC(=O)N(CCCl)N=O. Cell line: ACHN. Synergy scores: CSS=21.8, Synergy_ZIP=2.47, Synergy_Bliss=7.72, Synergy_Loewe=8.74, Synergy_HSA=7.61.